From a dataset of NCI-60 drug combinations with 297,098 pairs across 59 cell lines. Regression. Given two drug SMILES strings and cell line genomic features, predict the synergy score measuring deviation from expected non-interaction effect. (1) Drug 1: CC1C(C(CC(O1)OC2CC(CC3=C2C(=C4C(=C3O)C(=O)C5=C(C4=O)C(=CC=C5)OC)O)(C(=O)CO)O)N)O.Cl. Drug 2: C1C(C(OC1N2C=NC(=NC2=O)N)CO)O. Cell line: SK-MEL-28. Synergy scores: CSS=-0.841, Synergy_ZIP=2.51, Synergy_Bliss=1.90, Synergy_Loewe=0.538, Synergy_HSA=-0.591. (2) Drug 1: CCC1(CC2CC(C3=C(CCN(C2)C1)C4=CC=CC=C4N3)(C5=C(C=C6C(=C5)C78CCN9C7C(C=CC9)(C(C(C8N6C=O)(C(=O)OC)O)OC(=O)C)CC)OC)C(=O)OC)O.OS(=O)(=O)O. Drug 2: CC1=C(C(CCC1)(C)C)C=CC(=CC=CC(=CC(=O)O)C)C. Cell line: UACC62. Synergy scores: CSS=17.7, Synergy_ZIP=-4.35, Synergy_Bliss=0.108, Synergy_Loewe=-3.67, Synergy_HSA=1.85. (3) Drug 1: C1=CC(=CC=C1CCC2=CNC3=C2C(=O)NC(=N3)N)C(=O)NC(CCC(=O)O)C(=O)O. Drug 2: CC1C(C(CC(O1)OC2CC(CC3=C2C(=C4C(=C3O)C(=O)C5=C(C4=O)C(=CC=C5)OC)O)(C(=O)C)O)N)O.Cl. Cell line: UO-31. Synergy scores: CSS=20.2, Synergy_ZIP=-5.16, Synergy_Bliss=-4.01, Synergy_Loewe=-1.45, Synergy_HSA=-0.689. (4) Drug 1: CC1=C(C(CCC1)(C)C)C=CC(=CC=CC(=CC(=O)O)C)C. Drug 2: COC1=C2C(=CC3=C1OC=C3)C=CC(=O)O2. Cell line: HT29. Synergy scores: CSS=11.1, Synergy_ZIP=-5.35, Synergy_Bliss=-6.17, Synergy_Loewe=1.62, Synergy_HSA=-3.77. (5) Drug 1: CC(CN1CC(=O)NC(=O)C1)N2CC(=O)NC(=O)C2. Drug 2: CC1OCC2C(O1)C(C(C(O2)OC3C4COC(=O)C4C(C5=CC6=C(C=C35)OCO6)C7=CC(=C(C(=C7)OC)O)OC)O)O. Cell line: CAKI-1. Synergy scores: CSS=54.3, Synergy_ZIP=-2.29, Synergy_Bliss=0.468, Synergy_Loewe=5.90, Synergy_HSA=8.16. (6) Drug 1: CC1=C2C(C(=O)C3(C(CC4C(C3C(C(C2(C)C)(CC1OC(=O)C(C(C5=CC=CC=C5)NC(=O)OC(C)(C)C)O)O)OC(=O)C6=CC=CC=C6)(CO4)OC(=O)C)OC)C)OC. Drug 2: CC1=C(C(=CC=C1)Cl)NC(=O)C2=CN=C(S2)NC3=CC(=NC(=N3)C)N4CCN(CC4)CCO. Synergy scores: CSS=31.4, Synergy_ZIP=2.13, Synergy_Bliss=-2.14, Synergy_Loewe=-28.6, Synergy_HSA=-2.27. Cell line: SR. (7) Drug 1: C#CCC(CC1=CN=C2C(=N1)C(=NC(=N2)N)N)C3=CC=C(C=C3)C(=O)NC(CCC(=O)O)C(=O)O. Drug 2: CC1CCCC2(C(O2)CC(NC(=O)CC(C(C(=O)C(C1O)C)(C)C)O)C(=CC3=CSC(=N3)C)C)C. Cell line: ACHN. Synergy scores: CSS=25.0, Synergy_ZIP=-0.831, Synergy_Bliss=-4.44, Synergy_Loewe=-6.02, Synergy_HSA=-5.75. (8) Drug 1: CC12CCC3C(C1CCC2=O)CC(=C)C4=CC(=O)C=CC34C. Drug 2: CCC1(C2=C(COC1=O)C(=O)N3CC4=CC5=C(C=CC(=C5CN(C)C)O)N=C4C3=C2)O.Cl. Cell line: 786-0. Synergy scores: CSS=36.7, Synergy_ZIP=-3.61, Synergy_Bliss=-2.12, Synergy_Loewe=-2.70, Synergy_HSA=-1.57. (9) Drug 1: C1=NC(=NC(=O)N1C2C(C(C(O2)CO)O)O)N. Drug 2: CCN(CC)CCNC(=O)C1=C(NC(=C1C)C=C2C3=C(C=CC(=C3)F)NC2=O)C. Cell line: NCI-H322M. Synergy scores: CSS=8.95, Synergy_ZIP=-1.21, Synergy_Bliss=5.36, Synergy_Loewe=2.67, Synergy_HSA=3.56. (10) Drug 1: CN(C)N=NC1=C(NC=N1)C(=O)N. Drug 2: CCCCCOC(=O)NC1=NC(=O)N(C=C1F)C2C(C(C(O2)C)O)O. Cell line: UO-31. Synergy scores: CSS=17.9, Synergy_ZIP=-6.70, Synergy_Bliss=-3.80, Synergy_Loewe=-2.43, Synergy_HSA=-1.29.